This data is from Buchwald-Hartwig C-N cross coupling reaction yields with 55,370 reactions. The task is: Predict the reaction yield, written as a fraction of the theoretical maximum amount of product (1.0 means a 100% yield; for example, 0.34 means a 34% yield). (1) The reactants are COc1ccc(Br)cc1.Cc1ccc(N)cc1.O=S(=O)(O[Pd]1c2ccccc2-c2ccccc2N~1)C(F)(F)F.CC(C)c1cc(C(C)C)c(-c2ccccc2P(C(C)(C)C)C(C)(C)C)c(C(C)C)c1.CCN=P(N=P(N(C)C)(N(C)C)N(C)C)(N(C)C)N(C)C.c1ccc(CN(Cc2ccccc2)c2ccno2)cc1. No catalyst specified. The product is COc1ccc(Nc2ccc(C)cc2)cc1. The yield is 0.0963. (2) No catalyst specified. The yield is 0.404. The reactants are Ic1cccnc1.Cc1ccc(N)cc1.O=S(=O)(O[Pd]1c2ccccc2-c2ccccc2N~1)C(F)(F)F.CC(C)c1cc(C(C)C)c(-c2ccccc2P(C2CCCCC2)C2CCCCC2)c(C(C)C)c1.CN(C)C(=NC(C)(C)C)N(C)C.CCOC(=O)c1cc(C)on1. The product is Cc1ccc(Nc2cccnc2)cc1.